Dataset: Forward reaction prediction with 1.9M reactions from USPTO patents (1976-2016). Task: Predict the product of the given reaction. (1) Given the reactants [F:1][C:2]1[CH:9]=[CH:8][C:7]([F:10])=[CH:6][C:3]=1[CH:4]=O.[CH3:11][CH2:12][CH:13]=[O:14].[OH-].[Na+], predict the reaction product. The product is: [F:1][C:2]1[CH:9]=[CH:8][C:7]([F:10])=[CH:6][C:3]=1[CH:4]=[C:12]([CH3:11])[CH:13]=[O:14]. (2) Given the reactants [CH3:1][C:2]1[CH:7]=[CH:6][C:5]([CH3:8])=[CH:4][C:3]=1[OH:9].[C:10]([O:13]CC)(=[O:12])C.CCC[CH2:19][CH2:20][CH3:21], predict the reaction product. The product is: [CH3:1][C:2]1[CH:7]=[CH:6][C:5]([CH3:8])=[CH:4][C:3]=1[O:9][C:20]([CH3:19])([CH3:21])[C:10]([OH:13])=[O:12]. (3) Given the reactants [NH2:1][C:2]1[CH:3]=[C:4]2[C:9](=[CH:10][CH:11]=1)[N:8]=[CH:7][N:6]=[C:5]2[NH:12][C:13]1[CH:18]=[CH:17][CH:16]=[C:15]([Br:19])[CH:14]=1.[C:20](O)(=[O:23])[CH:21]=[CH2:22].Cl.CN(C)CCCN=C=NCC, predict the reaction product. The product is: [Br:19][C:15]1[CH:14]=[C:13]([NH:12][C:5]2[C:4]3[C:9](=[CH:10][CH:11]=[C:2]([NH:1][C:20](=[O:23])[CH:21]=[CH2:22])[CH:3]=3)[N:8]=[CH:7][N:6]=2)[CH:18]=[CH:17][CH:16]=1.